This data is from Catalyst prediction with 721,799 reactions and 888 catalyst types from USPTO. The task is: Predict which catalyst facilitates the given reaction. (1) Reactant: C1(P(C2CCCCC2)C2C=CC=CC=2C2C(C(C)C)=CC(C(C)C)=CC=2C(C)C)CCCCC1.[O:35]1[CH2:40][CH2:39][N:38]([C:41]2[CH:42]=[C:43]([NH2:47])[CH:44]=[N:45][CH:46]=2)[CH2:37][CH2:36]1.Cl[C:49]1[C:58]2[C:53](=[CH:54][C:55]([F:60])=[CH:56][C:57]=2[F:59])[N:52]=[C:51]([C:61]2[CH:62]=[N:63][C:64]([O:67][CH2:68][CH3:69])=[CH:65][CH:66]=2)[C:50]=1[CH3:70].CC(C)([O-])C.[Na+]. Product: [CH2:68]([O:67][C:64]1[N:63]=[CH:62][C:61]([C:51]2[C:50]([CH3:70])=[C:49]([NH:47][C:43]3[CH:44]=[N:45][CH:46]=[C:41]([N:38]4[CH2:39][CH2:40][O:35][CH2:36][CH2:37]4)[CH:42]=3)[C:58]3[C:53](=[CH:54][C:55]([F:60])=[CH:56][C:57]=3[F:59])[N:52]=2)=[CH:66][CH:65]=1)[CH3:69]. The catalyst class is: 101. (2) Reactant: Br[C:2]1[CH:7]=[CH:6][CH:5]=[CH:4][CH:3]=1.[Mg].[C:9]([CH2:11][C:12]([O:14][CH3:15])=[O:13])#[N:10].[Cl-].[NH4+]. Product: [NH2:10][C:9]([C:2]1[CH:7]=[CH:6][CH:5]=[CH:4][CH:3]=1)=[CH:11][C:12]([O:14][CH3:15])=[O:13]. The catalyst class is: 28. (3) Reactant: [CH3:1]N(C(ON1N=NC2C=CC=NC1=2)=[N+](C)C)C.F[P-](F)(F)(F)(F)F.C(N(CC)C(C)C)(C)C.[CH2:34]([O:41][C:42]([NH:44][CH2:45][CH2:46][C@H:47]([NH:51][C:52]([O:54][C:55]([CH3:58])([CH3:57])[CH3:56])=[O:53])[C:48]([OH:50])=O)=[O:43])[C:35]1[CH:40]=[CH:39][CH:38]=[CH:37][CH:36]=1.C1(N[CH:66]2[CH2:71][CH2:70][CH2:69][CH2:68][CH2:67]2)CCCCC1.Cl.C([N:80]([CH2:84][CH2:85][NH2:86])[C:81](=[O:83])[OH:82])C1C=CC=CC=1. Product: [CH2:1]([O:82][C:81](=[O:83])[NH:80][CH2:84][CH2:85][NH:86][C:48](=[O:50])[C@@H:47]([NH:51][C:52]([O:54][C:55]([CH3:58])([CH3:57])[CH3:56])=[O:53])[CH2:46][CH2:45][NH:44][C:42]([O:41][CH2:34][C:35]1[CH:36]=[CH:37][CH:38]=[CH:39][CH:40]=1)=[O:43])[C:66]1[CH:67]=[CH:68][CH:69]=[CH:70][CH:71]=1. The catalyst class is: 3. (4) Reactant: [C:1]([O:5][C:6]([NH:8][C@@H:9]([CH3:13])[C:10]([OH:12])=O)=[O:7])([CH3:4])([CH3:3])[CH3:2].C(Cl)(=O)C(C)(C)C.C(N(CC)CC)C.Cl.[NH:29]1[CH2:34][CH2:33][CH:32]([O:35][CH2:36][C:37]([O:39][CH2:40][CH3:41])=[O:38])[CH2:31][CH2:30]1. Product: [C:1]([O:5][C:6]([NH:8][C@@H:9]([CH3:13])[C:10]([N:29]1[CH2:30][CH2:31][CH:32]([O:35][CH2:36][C:37]([O:39][CH2:40][CH3:41])=[O:38])[CH2:33][CH2:34]1)=[O:12])=[O:7])([CH3:2])([CH3:3])[CH3:4]. The catalyst class is: 84. (5) Reactant: C(OCC)(=O)C.Cl.C(OC([NH:15][C:16]1[C:17]([NH:21][C:22]([C:24]2[CH:29]=[CH:28][C:27]([CH2:30][N:31]([CH2:45][CH2:46][N:47]([CH3:49])[CH3:48])[C:32]([NH:34][C:35]3[CH:44]=[CH:43][C:38]4[O:39][CH2:40][CH2:41][O:42][C:37]=4[CH:36]=3)=[O:33])=[CH:26][N:25]=2)=[O:23])=[CH:18][S:19][CH:20]=1)=O)(C)(C)C.C(OCC)(=O)C.C(=O)([O-])O.[Na+]. Product: [NH2:15][C:16]1[C:17]([NH:21][C:22]([C:24]2[CH:29]=[CH:28][C:27]([CH2:30][N:31]([CH2:45][CH2:46][N:47]([CH3:49])[CH3:48])[C:32]([NH:34][C:35]3[CH:44]=[CH:43][C:38]4[O:39][CH2:40][CH2:41][O:42][C:37]=4[CH:36]=3)=[O:33])=[CH:26][N:25]=2)=[O:23])=[CH:18][S:19][CH:20]=1. The catalyst class is: 147. (6) Reactant: [CH:1]1([N:6]2[CH2:12][C:11]([F:14])([F:13])[C:10](=[O:15])[N:9]([CH3:16])[C:8]3[CH:17]=[N:18][C:19]([NH:21][C:22]4[CH:30]=[CH:29][C:25]([C:26](O)=[O:27])=[CH:24][C:23]=4[O:31][CH3:32])=[N:20][C:7]2=3)[CH2:5][CH2:4][CH2:3][CH2:2]1.C(N(C(C)C)C(C)C)C.[CH:42]([N:45]1[CH2:50][CH2:49][CH:48]([NH2:51])[CH2:47][CH2:46]1)([CH3:44])[CH3:43]. Product: [CH:1]1([N:6]2[CH2:12][C:11]([F:13])([F:14])[C:10](=[O:15])[N:9]([CH3:16])[C:8]3[CH:17]=[N:18][C:19]([NH:21][C:22]4[CH:30]=[CH:29][C:25]([C:26]([NH:51][CH:48]5[CH2:49][CH2:50][N:45]([CH:42]([CH3:44])[CH3:43])[CH2:46][CH2:47]5)=[O:27])=[CH:24][C:23]=4[O:31][CH3:32])=[N:20][C:7]2=3)[CH2:2][CH2:3][CH2:4][CH2:5]1. The catalyst class is: 9. (7) Product: [F:1][C:2]1[CH:60]=[CH:59][C:58]([F:61])=[CH:57][C:3]=1[O:4][CH2:5][CH2:6][CH2:7][O:8][C:9]1[CH:14]=[CH:13][C:12]([CH:15]2[CH2:20][CH2:19][N:18]([C:21]([O:23][CH2:24][C:25]3[CH:26]=[CH:27][CH:28]=[CH:29][CH:30]=3)=[O:22])[CH2:17][CH:16]2[O:31][CH2:32][C:33]2[CH:34]=[CH:35][C:36]3[O:41][CH2:40][C:39](=[O:42])[N:38]([CH2:43][CH2:44][OH:45])[C:37]=3[CH:56]=2)=[CH:11][CH:10]=1. The catalyst class is: 7. Reactant: [F:1][C:2]1[CH:60]=[CH:59][C:58]([F:61])=[CH:57][C:3]=1[O:4][CH2:5][CH2:6][CH2:7][O:8][C:9]1[CH:14]=[CH:13][C:12]([CH:15]2[CH2:20][CH2:19][N:18]([C:21]([O:23][CH2:24][C:25]3[CH:30]=[CH:29][CH:28]=[CH:27][CH:26]=3)=[O:22])[CH2:17][CH:16]2[O:31][CH2:32][C:33]2[CH:34]=[CH:35][C:36]3[O:41][CH2:40][C:39](=[O:42])[N:38]([CH2:43][CH2:44][O:45][Si](C(C)C)(C(C)C)C(C)C)[C:37]=3[CH:56]=2)=[CH:11][CH:10]=1.[F-].C([N+](CCCC)(CCCC)CCCC)CCC.